Dataset: Full USPTO retrosynthesis dataset with 1.9M reactions from patents (1976-2016). Task: Predict the reactants needed to synthesize the given product. (1) Given the product [CH3:20][C:18]1[CH:19]=[C:14]([CH:12]([N:9]2[C:10](=[O:11])[C:6]3[CH:5]=[CH:4][N:3]=[C:2]([C:26]([O:28][C:29]4[CH:34]=[CH:33][CH:32]=[CH:31][CH:30]=4)=[O:27])[C:7]=3[CH2:8]2)[CH3:13])[CH:15]=[N:16][C:17]=1[N:21]1[CH:25]=[CH:24][CH:23]=[N:22]1, predict the reactants needed to synthesize it. The reactants are: Cl[C:2]1[C:7]2[CH2:8][N:9]([CH:12]([C:14]3[CH:15]=[N:16][C:17]([N:21]4[CH:25]=[CH:24][CH:23]=[N:22]4)=[C:18]([CH3:20])[CH:19]=3)[CH3:13])[C:10](=[O:11])[C:6]=2[CH:5]=[CH:4][N:3]=1.[CH:26]([O:28][C:29]1[CH:34]=[CH:33][CH:32]=[CH:31][CH:30]=1)=[O:27]. (2) The reactants are: [C:1]([C:4]1[N:5]=[C:6]([N:9]2[CH2:12][CH:11]([S:13][C:14]3[C@H:15]([CH3:45])[C@@H:16]4[C@@H:33]([C@H:34]([O:36][Si:37]([C:40]([CH3:43])([CH3:42])[CH3:41])([CH3:39])[CH3:38])[CH3:35])[C:32](=[O:44])[N:17]4[C:18]=3[C:19]([O:21][CH2:22][C:23]3[CH:28]=[CH:27][C:26]([N+:29]([O-:31])=[O:30])=[CH:25][CH:24]=3)=[O:20])[CH2:10]2)[S:7][CH:8]=1)([OH:3])=O.[Si:46]([O:63][CH:64]1[CH2:67][NH:66][CH2:65]1)([C:59]([CH3:62])([CH3:61])[CH3:60])([C:53]1[CH:58]=[CH:57][CH:56]=[CH:55][CH:54]=1)[C:47]1[CH:52]=[CH:51][CH:50]=[CH:49][CH:48]=1.C(P(C#N)(CC)=O)C.C(N(CC)CC)C. Given the product [Si:46]([O:63][CH:64]1[CH2:65][N:66]([C:1]([C:4]2[N:5]=[C:6]([N:9]3[CH2:10][CH:11]([S:13][C:14]4[C@H:15]([CH3:45])[C@@H:16]5[C@@H:33]([C@H:34]([O:36][Si:37]([C:40]([CH3:43])([CH3:42])[CH3:41])([CH3:38])[CH3:39])[CH3:35])[C:32](=[O:44])[N:17]5[C:18]=4[C:19]([O:21][CH2:22][C:23]4[CH:28]=[CH:27][C:26]([N+:29]([O-:31])=[O:30])=[CH:25][CH:24]=4)=[O:20])[CH2:12]3)[S:7][CH:8]=2)=[O:3])[CH2:67]1)([C:59]([CH3:62])([CH3:60])[CH3:61])([C:47]1[CH:52]=[CH:51][CH:50]=[CH:49][CH:48]=1)[C:53]1[CH:54]=[CH:55][CH:56]=[CH:57][CH:58]=1, predict the reactants needed to synthesize it. (3) Given the product [N:26]1([NH:25][C:21]([C:18]2[CH:17]=[N:16][C:15]([O:14][CH2:13][C:12]3[N:8]([C:5]4[CH:4]=[CH:3][C:2]([F:1])=[CH:7][CH:6]=4)[N:9]=[N:10][C:11]=3[CH3:24])=[CH:20][N:19]=2)=[O:23])[CH2:31][CH2:30][O:29][CH2:28][CH2:27]1, predict the reactants needed to synthesize it. The reactants are: [F:1][C:2]1[CH:7]=[CH:6][C:5]([N:8]2[C:12]([CH2:13][O:14][C:15]3[N:16]=[CH:17][C:18]([C:21]([OH:23])=O)=[N:19][CH:20]=3)=[C:11]([CH3:24])[N:10]=[N:9]2)=[CH:4][CH:3]=1.[NH2:25][N:26]1[CH2:31][CH2:30][O:29][CH2:28][CH2:27]1.